Dataset: Full USPTO retrosynthesis dataset with 1.9M reactions from patents (1976-2016). Task: Predict the reactants needed to synthesize the given product. (1) Given the product [CH2:1]([C:8]1([N:15]([CH3:17])[CH3:16])[CH2:13][CH2:12][CH:11]([NH:21][CH2:18][CH2:19][CH3:20])[CH2:10][CH2:9]1)[C:2]1[CH:7]=[CH:6][CH:5]=[CH:4][CH:3]=1, predict the reactants needed to synthesize it. The reactants are: [CH2:1]([C:8]1([N:15]([CH3:17])[CH3:16])[CH2:13][CH2:12][C:11](=O)[CH2:10][CH2:9]1)[C:2]1[CH:7]=[CH:6][CH:5]=[CH:4][CH:3]=1.[CH2:18]([NH2:21])[CH2:19][CH3:20].C(O[BH-](OC(=O)C)OC(=O)C)(=O)C.[Na+].[OH-].[Na+]. (2) Given the product [NH2:14][C:12]1[CH:13]=[C:7]2[CH2:6][N:5]([C:3](=[O:4])[CH:2]([CH3:1])[CH3:17])[CH2:10][CH2:9][N:8]2[N:11]=1, predict the reactants needed to synthesize it. The reactants are: [CH3:1][CH:2]([CH3:17])[C:3]([N:5]1[CH2:10][CH2:9][N:8]2[N:11]=[C:12]([N+:14]([O-])=O)[CH:13]=[C:7]2[CH2:6]1)=[O:4]. (3) Given the product [C:16]1([CH:21]=[C:10]2[CH2:9][CH2:8][C:7]3[CH:6]=[C:5]([C:3]([O:2][CH3:1])=[O:4])[CH:14]=[CH:13][C:12]=3[C:11]2=[O:15])[CH2:20][CH2:19][CH2:18][CH:17]=1, predict the reactants needed to synthesize it. The reactants are: [CH3:1][O:2][C:3]([C:5]1[CH:14]=[CH:13][C:12]2[C:11](=[O:15])[CH2:10][CH2:9][CH2:8][C:7]=2[CH:6]=1)=[O:4].[C:16]1([CH:21]=O)[CH2:20][CH2:19][CH2:18][CH:17]=1. (4) Given the product [CH3:46][S:47]([OH:50])(=[O:49])=[O:48].[F:8][C:4]1[CH:5]=[CH:6][CH:7]=[C:2]([F:1])[C:3]=1[N:9]1[C:14]2[N:15]=[C:16]([NH:34][CH:35]3[CH2:36][C:37]([CH3:43])([CH3:44])[NH:38][C:39]([CH3:42])([CH3:41])[CH2:40]3)[N:17]=[C:18]([C:19]3[CH:20]=[C:21]([NH:26][C:27]([C:29]4[CH:33]=[CH:32][S:31][CH:30]=4)=[O:28])[CH:22]=[CH:23][C:24]=3[CH3:25])[C:13]=2[CH:12]=[CH:11][C:10]1=[O:45], predict the reactants needed to synthesize it. The reactants are: [F:1][C:2]1[CH:7]=[CH:6][CH:5]=[C:4]([F:8])[C:3]=1[N:9]1[C:14]2[N:15]=[C:16]([NH:34][CH:35]3[CH2:40][C:39]([CH3:42])([CH3:41])[NH:38][C:37]([CH3:44])([CH3:43])[CH2:36]3)[N:17]=[C:18]([C:19]3[CH:20]=[C:21]([NH:26][C:27]([C:29]4[CH:33]=[CH:32][S:31][CH:30]=4)=[O:28])[CH:22]=[CH:23][C:24]=3[CH3:25])[C:13]=2[CH:12]=[CH:11][C:10]1=[O:45].[CH3:46][S:47]([OH:50])(=[O:49])=[O:48]. (5) Given the product [NH2:3][C:6]1[CH:7]=[C:8]([C:23]([O:25][CH3:26])=[O:24])[C:9]2[CH2:10][N:11]([CH:16]([CH2:20][CH2:21][CH3:22])[CH2:17][CH2:18][CH3:19])[C:12](=[O:15])[C:13]=2[CH:14]=1, predict the reactants needed to synthesize it. The reactants are: [H][H].[N+:3]([C:6]1[CH:7]=[C:8]([C:23]([O:25][CH3:26])=[O:24])[C:9]2[CH2:10][N:11]([CH:16]([CH2:20][CH2:21][CH3:22])[CH2:17][CH2:18][CH3:19])[C:12](=[O:15])[C:13]=2[CH:14]=1)([O-])=O. (6) Given the product [NH2:1][CH:2]1[CH2:3][CH2:4][N:5]([CH2:8][C@@:9]2([OH:23])[C:13]3=[C:14]([F:22])[CH:15]=[N:16][C:17]4[CH:18]=[C:19]([F:45])[C:20](=[O:21])[N:11]([C:12]=43)[CH2:10]2)[CH2:6][CH2:7]1, predict the reactants needed to synthesize it. The reactants are: [NH2:1][CH:2]1[CH2:7][CH2:6][N:5]([CH2:8][C@@:9]2([OH:23])[C:13]3=[C:14]([F:22])[CH:15]=[N:16][C:17]4[CH:18]=[CH:19][C:20](=[O:21])[N:11]([C:12]=43)[CH2:10]2)[CH2:4][CH2:3]1.NC1CCN(C[C@]2(O)C3=C([F:45])C=NC4C=CC(=O)N(C=43)C2)CC1.